This data is from Full USPTO retrosynthesis dataset with 1.9M reactions from patents (1976-2016). The task is: Predict the reactants needed to synthesize the given product. (1) Given the product [Br:1][C:2]1[CH:9]=[CH:6][C:5]([OH:10])=[C:4]([CH:13]([O:14][CH3:15])[O:16][CH3:17])[CH:3]=1, predict the reactants needed to synthesize it. The reactants are: [Br:1][C:2]1[CH:9]=[C:6](C=O)[C:5]([OH:10])=[CH:4][CH:3]=1.CO[CH:13]([O:16][CH3:17])[O:14][CH3:15].CC1C=CC(S(O)(=O)=O)=CC=1.O.C(=O)([O-])[O-].[K+].[K+].C(=O)([O-])O.[Na+]. (2) Given the product [CH2:1]([O:8][N:9]1[C:14]2[N:15]=[CH:16][N:17]=[C:18]([C:19]([N:28]3[CH2:33][CH2:32][O:31][CH2:30][CH2:29]3)=[O:20])[C:13]=2[C:12]([OH:21])=[C:11]([C:22]([O:24][CH2:25][CH3:26])=[O:23])[C:10]1=[O:27])[C:2]1[CH:7]=[CH:6][CH:5]=[CH:4][CH:3]=1, predict the reactants needed to synthesize it. The reactants are: [CH2:1]([O:8][N:9]1[C:14]2[N:15]=[CH:16][N:17]=[C:18]([CH:19]=[O:20])[C:13]=2[C:12]([OH:21])=[C:11]([C:22]([O:24][CH2:25][CH3:26])=[O:23])[C:10]1=[O:27])[C:2]1[CH:7]=[CH:6][CH:5]=[CH:4][CH:3]=1.[NH:28]1[CH2:33][CH2:32][O:31][CH2:30][CH2:29]1.C(O[BH-](OC(=O)C)OC(=O)C)(=O)C.[Na+].C(Cl)(Cl)Cl. (3) Given the product [CH:11]1([C:10]2[C:9]3[C:4](=[CH:5][C:6]([C:17]([O:19][CH3:20])=[O:18])=[CH:7][CH:8]=3)[NH:3][C:2]=2[C:21]2[CH:26]=[CH:25][CH:24]=[CH:23][CH:22]=2)[CH2:16][CH2:15][CH2:14][CH2:13][CH2:12]1, predict the reactants needed to synthesize it. The reactants are: Br[C:2]1[NH:3][C:4]2[C:9]([C:10]=1[CH:11]1[CH2:16][CH2:15][CH2:14][CH2:13][CH2:12]1)=[CH:8][CH:7]=[C:6]([C:17]([O:19][CH3:20])=[O:18])[CH:5]=2.[C:21]1(B(O)O)[CH:26]=[CH:25][CH:24]=[CH:23][CH:22]=1.C([O-])([O-])=O.[Na+].[Na+]. (4) Given the product [Br:19][CH2:11][C:10]1[CH:9]=[CH:8][C:4]([C:5]([OH:7])=[O:6])=[CH:3][C:2]=1[Cl:1], predict the reactants needed to synthesize it. The reactants are: [Cl:1][C:2]1[CH:3]=[C:4]([CH:8]=[CH:9][C:10]=1[CH3:11])[C:5]([OH:7])=[O:6].C1C(=O)N([Br:19])C(=O)C1.CC(N=NC(C#N)(C)C)(C#N)C.